The task is: Regression/Classification. Given a drug SMILES string, predict its toxicity properties. Task type varies by dataset: regression for continuous values (e.g., LD50, hERG inhibition percentage) or binary classification for toxic/non-toxic outcomes (e.g., AMES mutagenicity, cardiotoxicity, hepatotoxicity). Dataset: ld50_zhu.. This data is from Acute oral toxicity (LD50) regression data from Zhu et al.. The molecule is CN1C(=O)CCS(=O)(=O)C1c1ccc(Cl)cc1. The rat oral LD50 is 2.66, given as -log10 of the dose in mol/kg body weight (higher means more acutely toxic).